Task: Regression. Given two drug SMILES strings and cell line genomic features, predict the synergy score measuring deviation from expected non-interaction effect.. Dataset: NCI-60 drug combinations with 297,098 pairs across 59 cell lines Drug 1: C1=CN(C(=O)N=C1N)C2C(C(C(O2)CO)O)O.Cl. Drug 2: C1C(C(OC1N2C=NC3=C(N=C(N=C32)Cl)N)CO)O. Cell line: HL-60(TB). Synergy scores: CSS=81.8, Synergy_ZIP=3.78, Synergy_Bliss=4.58, Synergy_Loewe=-4.57, Synergy_HSA=3.67.